This data is from Retrosynthesis with 50K atom-mapped reactions and 10 reaction types from USPTO. The task is: Predict the reactants needed to synthesize the given product. Given the product CCC(O)(/C=C/c1ccc(C(CC)(CC)c2ccc(-c3ccccc3CC(=O)OC)cc2)cc1C)CC, predict the reactants needed to synthesize it. The reactants are: CCC(O)(/C=C/c1ccc(C(CC)(CC)c2ccc(B3OC(C)(C)C(C)(C)O3)cc2)cc1C)CC.COC(=O)Cc1ccccc1Br.